Task: Predict the reactants needed to synthesize the given product.. Dataset: Full USPTO retrosynthesis dataset with 1.9M reactions from patents (1976-2016) (1) Given the product [CH2:1]([O:3][C:4](=[O:38])[C:5]([O:29][C:30]1[CH:35]=[CH:34][CH:33]=[CH:32][C:31]=1[O:36][CH3:37])([CH3:28])[CH2:6][C:14]1[CH:15]=[CH:16][C:17]([OH:20])=[CH:18][CH:19]=1)[CH3:2], predict the reactants needed to synthesize it. The reactants are: [CH2:1]([O:3][C:4](=[O:38])[C:5]([O:29][C:30]1[CH:35]=[CH:34][CH:33]=[CH:32][C:31]=1[O:36][CH3:37])([CH3:28])[CH:6]([C:14]1[CH:19]=[CH:18][C:17]([O:20]CC2C=CC=CC=2)=[CH:16][CH:15]=1)OC(=O)C(F)(F)F)[CH3:2]. (2) Given the product [F:1][CH2:2][CH2:3][O:4][C:8]1[N:13]=[CH:12][C:11]([C:14](=[O:16])[CH3:15])=[CH:10][CH:9]=1, predict the reactants needed to synthesize it. The reactants are: [F:1][CH2:2][CH2:3][OH:4].[H-].[Na+].Cl[C:8]1[N:13]=[CH:12][C:11]([C:14](=[O:16])[CH3:15])=[CH:10][CH:9]=1. (3) The reactants are: [Br:1][C:2]1[CH:6]=[CH:5][O:4][C:3]=1[C:7]([OH:9])=[O:8].I[CH2:11][CH3:12].C(=O)([O-])[O-].[K+].[K+].O. Given the product [Br:1][C:2]1[CH:6]=[CH:5][O:4][C:3]=1[C:7]([O:9][CH2:11][CH3:12])=[O:8], predict the reactants needed to synthesize it.